From a dataset of Full USPTO retrosynthesis dataset with 1.9M reactions from patents (1976-2016). Predict the reactants needed to synthesize the given product. Given the product [CH2:1]([O:3][C:4]([CH:6]1[CH2:11][CH2:10][C:9](=[O:12])[CH:8]([Br:13])[CH2:7]1)=[O:5])[CH3:2], predict the reactants needed to synthesize it. The reactants are: [CH2:1]([O:3][C:4]([CH:6]1[CH2:11][CH2:10][C:9](=[O:12])[CH2:8][CH2:7]1)=[O:5])[CH3:2].[Br:13]C1CC(C(C)C)CCC1=O.